From a dataset of Full USPTO retrosynthesis dataset with 1.9M reactions from patents (1976-2016). Predict the reactants needed to synthesize the given product. (1) Given the product [CH3:7][CH:6]([CH3:8])[CH2:5][C@H:4]([N:9]1[CH2:13][C:12]([O:14][C:15]2[C:24]3[CH2:23][CH2:22][CH2:21][CH2:20][C:19]=3[CH:18]=[CH:17][CH:16]=2)=[CH:11][C:10]1=[O:25])[C:3]([OH:26])=[O:2], predict the reactants needed to synthesize it. The reactants are: C[O:2][C:3](=[O:26])[C@@H:4]([N:9]1[CH2:13][C:12]([O:14][C:15]2[C:24]3[CH2:23][CH2:22][CH2:21][CH2:20][C:19]=3[CH:18]=[CH:17][CH:16]=2)=[CH:11][C:10]1=[O:25])[CH2:5][CH:6]([CH3:8])[CH3:7].O.[OH-].[Li+]. (2) Given the product [O:11]=[C:12]1[C:20]2[C:15](=[CH:16][CH:17]=[CH:18][CH:19]=2)[C:14](=[O:21])[N:13]1[CH2:22][C:4](=[O:9])[CH2:5][C:6]([O:7][CH2:2][CH3:10])=[O:8], predict the reactants needed to synthesize it. The reactants are: C[C:2]1([CH3:10])[O:7][C:6](=[O:8])[CH2:5][C:4](=[O:9])O1.[O:11]=[C:12]1[C:20]2[C:15](=[CH:16][CH:17]=[CH:18][CH:19]=2)[C:14](=[O:21])[N:13]1[CH2:22]C(Cl)=O. (3) Given the product [Cl:1][C:2]1[CH:10]=[CH:9][C:8]2[N:7]([C:11]3[CH:16]=[CH:15][C:14]([OH:17])=[C:13]([F:25])[CH:12]=3)[N:6]=[CH:5][C:4]=2[C:3]=1[OH:26], predict the reactants needed to synthesize it. The reactants are: [Cl:1][C:2]1[CH:10]=[CH:9][C:8]2[N:7]([C:11]3[CH:16]=[CH:15][C:14]([O:17]CC4C=CC=CC=4)=[C:13]([F:25])[CH:12]=3)[N:6]=[CH:5][C:4]=2[C:3]=1[OH:26].B(Br)(Br)Br.CO.C([O-])(O)=O.[Na+]. (4) Given the product [Br:1][C:2]1[CH:3]=[C:4]([CH:8]=[C:9]([F:11])[CH:10]=1)[C:5]([O:7][CH2:12][CH3:13])=[O:6], predict the reactants needed to synthesize it. The reactants are: [Br:1][C:2]1[CH:3]=[C:4]([CH:8]=[C:9]([F:11])[CH:10]=1)[C:5]([OH:7])=[O:6].[CH2:12](O)[CH3:13].S(=O)(=O)(O)O. (5) Given the product [Br:12][C:4]1[CH:3]=[C:2]([CH:7]=[C:6]([CH2:8][O:9][CH2:10][CH3:11])[CH:5]=1)[CH:21]=[O:22], predict the reactants needed to synthesize it. The reactants are: Br[C:2]1[CH:7]=[C:6]([CH2:8][O:9][CH2:10][CH3:11])[CH:5]=[C:4]([Br:12])[CH:3]=1.[Li]CCCC.CN([CH:21]=[O:22])C.[NH4+].[Cl-].